Dataset: HIV replication inhibition screening data with 41,000+ compounds from the AIDS Antiviral Screen. Task: Binary Classification. Given a drug SMILES string, predict its activity (active/inactive) in a high-throughput screening assay against a specified biological target. (1) The compound is COc1cc2oc(-c3ccc(O)cc3)c(OC3OC(C)C(O)C(O)C3O)c(=O)c2c(O)c1OC. The result is 0 (inactive). (2) The drug is CCCCCCCCCCCCCC1=C(O)C(=O)C(CC2=C(O)C(=O)C(CCCCCCCCCCCCC)=C(O)C2=O)=C(O)C1=O. The result is 0 (inactive). (3) The molecule is COc1ccc(C(=O)C(C(=O)CC(=O)Nc2cccc(C(F)(F)F)c2)c2ccc(OC)cc2)cc1. The result is 0 (inactive). (4) The molecule is CCSc1ccc(N=[N+]([O-])c2ccc(SCC)c(Cl)c2)cc1Cl. The result is 0 (inactive). (5) The drug is Cc1cn(C2CC(SCCO)C(CO)O2)c(=O)[nH]c1=O. The result is 0 (inactive). (6) The molecule is C=C1CC2OC(=O)C(=C)C2C(O)C2C(=C)CCC12. The result is 0 (inactive). (7) The drug is Cc1ccc(SSc2nnnn2C)cc1. The result is 0 (inactive). (8) The compound is O=C(Cc1ccc([N+](=O)[O-])cc1)OCC#CCOC(=O)Cc1ccc([N+](=O)[O-])cc1. The result is 0 (inactive).